From a dataset of Full USPTO retrosynthesis dataset with 1.9M reactions from patents (1976-2016). Predict the reactants needed to synthesize the given product. Given the product [Br:1][C:2]1[CH:10]=[C:9]2[C:5]([C:6]([CH3:11])=[N:7][N:8]2[C:15]2[CH:20]=[C:19]([CH3:21])[N:18]=[C:17]([NH2:22])[N:16]=2)=[CH:4][CH:3]=1, predict the reactants needed to synthesize it. The reactants are: [Br:1][C:2]1[CH:10]=[C:9]2[C:5]([C:6]([CH3:11])=[N:7][NH:8]2)=[CH:4][CH:3]=1.[H-].[Na+].Cl[C:15]1[CH:20]=[C:19]([CH3:21])[N:18]=[C:17]([NH2:22])[N:16]=1.